From a dataset of Full USPTO retrosynthesis dataset with 1.9M reactions from patents (1976-2016). Predict the reactants needed to synthesize the given product. (1) Given the product [F:21][C:22]([F:33])([F:32])[C:34]([OH:35])=[O:37].[N:1]1([C:5]2[C:10]3=[C:11]([C:14]4[CH:15]=[N:16][N:17]([CH3:20])[C:18]=4[C:26]4[CH:27]=[CH:28][C:23]([C:22]([F:33])([F:32])[F:21])=[CH:24][CH:25]=4)[N:12]=[CH:13][N:9]3[N:8]=[CH:7][N:6]=2)[CH2:4][CH2:3][CH2:2]1, predict the reactants needed to synthesize it. The reactants are: [N:1]1([C:5]2[C:10]3=[C:11]([C:14]4[CH:15]=[N:16][N:17]([CH3:20])[C:18]=4Br)[N:12]=[CH:13][N:9]3[N:8]=[CH:7][N:6]=2)[CH2:4][CH2:3][CH2:2]1.[F:21][C:22]([F:33])([F:32])[C:23]1[CH:28]=[CH:27][C:26](B(O)O)=[CH:25][CH:24]=1.[C:34](=[O:37])([O-])[O-:35].[Na+].[Na+]. (2) Given the product [NH2:22][C:18]1([C:15]2[CH:16]=[CH:17][C:12]([C:6]3[C:5]([C:30]4[CH:31]=[CH:32][CH:33]=[CH:34][CH:35]=4)=[CH:4][C:51]4[C:49](=[O:50])[N:11]([CH:37]([F:45])[F:36])[CH:2]=[CH:3][C:8]=4[N:7]=3)=[CH:13][CH:14]=2)[CH2:19][CH2:20][CH2:21]1, predict the reactants needed to synthesize it. The reactants are: Cl[C:2]1[N:11]=CC=[C:8]2[C:3]=1[CH:4]=[C:5]([C:30]1[CH:35]=[CH:34][CH:33]=[CH:32][CH:31]=1)[C:6]([C:12]1[CH:17]=[CH:16][C:15]([C:18]3([NH:22]C(=O)OC(C)(C)C)[CH2:21][CH2:20][CH2:19]3)=[CH:14][CH:13]=1)=[N:7]2.[F:36][C:37]([F:45])(S(F)(=O)=O)C(O)=O.CCO[C:49]([CH3:51])=[O:50]. (3) Given the product [CH2:14]([N:16]1[C:24]2[C:19](=[CH:20][C:21]([C:25]3[NH:13][C:11]4[N:10]([N:9]=[C:8]([C:5]5[CH:4]=[CH:3][C:2]([F:1])=[CH:7][CH:6]=5)[N:12]=4)[C:27](=[O:28])[CH:26]=3)=[CH:22][CH:23]=2)[CH:18]=[N:17]1)[CH3:15], predict the reactants needed to synthesize it. The reactants are: [F:1][C:2]1[CH:7]=[CH:6][C:5]([C:8]2[N:12]=[C:11]([NH2:13])[NH:10][N:9]=2)=[CH:4][CH:3]=1.[CH2:14]([N:16]1[C:24]2[C:19](=[CH:20][C:21]([C:25](=O)[CH2:26][C:27](OCC)=[O:28])=[CH:22][CH:23]=2)[CH:18]=[N:17]1)[CH3:15].CC1C=CC(S(O)(=O)=O)=CC=1. (4) Given the product [NH2:13][C:14]1[C:19]([F:20])=[C:18]([C:21]2[CH:26]=[CH:25][C:24]([C:27]#[CH:3])=[C:23]([F:29])[CH:22]=2)[N:17]=[C:16]([C:30]([O:32][CH3:33])=[O:31])[C:15]=1[Cl:34], predict the reactants needed to synthesize it. The reactants are: [N+](=[C:3](P(=O)(OC)OC)C(=O)C)=[N-].[NH2:13][C:14]1[C:19]([F:20])=[C:18]([C:21]2[CH:26]=[CH:25][C:24]([CH:27]=O)=[C:23]([F:29])[CH:22]=2)[N:17]=[C:16]([C:30]([O:32][CH3:33])=[O:31])[C:15]=1[Cl:34].C(=O)([O-])[O-].[K+].[K+].